This data is from Full USPTO retrosynthesis dataset with 1.9M reactions from patents (1976-2016). The task is: Predict the reactants needed to synthesize the given product. (1) Given the product [CH3:1][N:2]1[CH2:15][CH:14]([CH3:16])[C:5]2[N:6]([CH2:28][CH2:27][C:24]3[CH:23]=[N:22][C:21]([C:20]([F:30])([F:19])[F:29])=[CH:26][CH:25]=3)[C:7]3[CH:8]=[CH:9][C:10]([CH3:13])=[CH:11][C:12]=3[C:4]=2[CH2:3]1, predict the reactants needed to synthesize it. The reactants are: [CH3:1][N:2]1[CH2:15][CH:14]([CH3:16])[C:5]2[NH:6][C:7]3[CH:8]=[CH:9][C:10]([CH3:13])=[CH:11][C:12]=3[C:4]=2[CH2:3]1.[OH-].[K+].[F:19][C:20]([F:30])([F:29])[C:21]1[CH:26]=[CH:25][C:24]([CH:27]=[CH2:28])=[CH:23][N:22]=1.O. (2) Given the product [CH3:8][CH:7]([NH:11][CH2:5][CH2:4][C:3]([NH:2][CH3:1])=[O:6])[CH2:9][CH3:10], predict the reactants needed to synthesize it. The reactants are: [CH3:1][NH:2][C:3](=[O:6])[CH:4]=[CH2:5].[CH:7]([NH2:11])([CH2:9][CH3:10])[CH3:8].